Dataset: Full USPTO retrosynthesis dataset with 1.9M reactions from patents (1976-2016). Task: Predict the reactants needed to synthesize the given product. (1) Given the product [NH2:11][C:8]1[CH:9]=[C:10]2[C:5](=[CH:6][CH:7]=1)[N:4]([CH:14]1[CH2:15][CH2:16][N:17]([CH3:20])[CH2:18][CH2:19]1)[C:3](=[O:21])[CH:2]2[CH3:1], predict the reactants needed to synthesize it. The reactants are: [CH3:1][CH:2]1[C:10]2[C:5](=[CH:6][CH:7]=[C:8]([N+:11]([O-])=O)[CH:9]=2)[N:4]([CH:14]2[CH2:19][CH2:18][N:17]([CH3:20])[CH2:16][CH2:15]2)[C:3]1=[O:21].O.NN. (2) Given the product [OH-:5].[CH2:26]([P+:17]([CH2:13][CH2:14][CH2:15][CH3:16])([CH2:18][CH2:19][CH2:20][CH3:21])[CH2:22][CH2:23][CH2:24][CH3:25])[CH2:27][CH2:28][CH3:29], predict the reactants needed to synthesize it. The reactants are: C([O-])(=O)C1C(=CC=CC=1)C(N)=[O:5].[CH2:13]([P+:17]([CH2:26][CH2:27][CH2:28][CH3:29])([CH2:22][CH2:23][CH2:24][CH3:25])[CH2:18][CH2:19][CH2:20][CH3:21])[CH2:14][CH2:15][CH3:16].C1(=O)NC(=O)C2=CC=CC=C12. (3) Given the product [Cl:1][C:2]1[CH:3]=[C:4]([O:9][C:10]2[C:22]([F:23])=[CH:21][C:13]([C:14]([OH:16])=[O:15])=[C:12]([F:24])[CH:11]=2)[CH:5]=[N:6][C:7]=1[F:8], predict the reactants needed to synthesize it. The reactants are: [Cl:1][C:2]1[CH:3]=[C:4]([O:9][C:10]2[C:22]([F:23])=[CH:21][C:13]([C:14]([O:16]C(C)(C)C)=[O:15])=[C:12]([F:24])[CH:11]=2)[CH:5]=[N:6][C:7]=1[F:8].FC(F)(F)C(O)=O. (4) Given the product [Cl:1][C:2]1[N:3]=[C:4]([C:26]2[CH:25]=[CH:24][C:29]([CH3:32])=[CH:28][N:27]=2)[C:5](=[O:20])[N:6]([CH2:16][CH:17]([CH3:19])[CH3:18])[C:7]=1[C:8]1[C:13]([F:14])=[CH:12][CH:11]=[CH:10][C:9]=1[F:15], predict the reactants needed to synthesize it. The reactants are: [Cl:1][C:2]1[N:3]=[C:4](I)[C:5](=[O:20])[N:6]([CH2:16][CH:17]([CH3:19])[CH3:18])[C:7]=1[C:8]1[C:13]([F:14])=[CH:12][CH:11]=[CH:10][C:9]=1[F:15].[Br-].C[C:24]1[CH:29]=[CH:28][N:27]=[C:26]([Zn+])[CH:25]=1.O1CCC[CH2:32]1. (5) Given the product [CH2:14]([O:13][C:11]([C:10]1[C:5]([N:2]([CH3:1])[NH2:3])=[N:6][C:7]([S:16][CH3:17])=[N:8][CH:9]=1)=[O:12])[CH3:15], predict the reactants needed to synthesize it. The reactants are: [CH3:1][NH:2][NH2:3].Cl[C:5]1[C:10]([C:11]([O:13][CH2:14][CH3:15])=[O:12])=[CH:9][N:8]=[C:7]([S:16][CH3:17])[N:6]=1.O. (6) Given the product [F:1][C:2]1[CH:3]=[C:4]([CH:10]=[C:11]([C:13]2[C:21]3[S:20][C:19]([CH2:22][O:23][C:24]4[CH:29]=[CH:28][CH:27]=[C:26]([C:30]([F:33])([F:31])[F:32])[CH:25]=4)=[CH:18][C:17]=3[CH:16]=[CH:15][CH:14]=2)[CH:12]=1)[C:5]([OH:7])=[O:6].[F:34][C:35]1[CH:36]=[C:37]([CH:41]=[C:42]([C:44]2[C:52]3[S:51][C:50]([CH2:53][O:54][C:55]4[CH:60]=[CH:59][CH:58]=[C:57]([C:61]([F:63])([F:64])[F:62])[CH:56]=4)=[CH:49][C:48]=3[CH:47]=[CH:46][CH:45]=2)[CH:43]=1)[C:38]([NH:69][CH2:68][CH2:67][O:66][CH3:65])=[O:39], predict the reactants needed to synthesize it. The reactants are: [F:1][C:2]1[CH:3]=[C:4]([CH:10]=[C:11]([C:13]2[C:21]3[S:20][C:19]([CH2:22][O:23][C:24]4[CH:29]=[CH:28][CH:27]=[C:26]([C:30]([F:33])([F:32])[F:31])[CH:25]=4)=[CH:18][C:17]=3[CH:16]=[CH:15][CH:14]=2)[CH:12]=1)[C:5]([O:7]CC)=[O:6].[F:34][C:35]1[CH:36]=[C:37]([CH:41]=[C:42]([C:44]2[C:52]3[S:51][C:50]([CH2:53][O:54][C:55]4[CH:60]=[CH:59][CH:58]=[C:57]([C:61]([F:64])([F:63])[F:62])[CH:56]=4)=[CH:49][C:48]=3[CH:47]=[CH:46][CH:45]=2)[CH:43]=1)[C:38](O)=[O:39].[CH3:65][O:66][CH2:67][CH2:68][NH2:69]. (7) Given the product [CH3:35][O:34][C:23]1[CH:22]=[C:21]([C:19]([N:10]2[C:11]3[CH:18]=[CH:17][CH:16]=[CH:15][C:12]=3[CH2:13][N:14]3[C:5]([C:3]([NH:47][CH2:46][CH2:45][CH2:44][C:38]4[CH:43]=[CH:42][CH:41]=[CH:40][CH:39]=4)=[O:4])=[CH:6][CH:7]=[C:8]3[CH2:9]2)=[O:20])[CH:26]=[CH:25][C:24]=1[C:27]1[CH:32]=[CH:31][CH:30]=[CH:29][C:28]=1[CH3:33], predict the reactants needed to synthesize it. The reactants are: ClC(Cl)(Cl)[C:3]([C:5]1[N:14]2[C:8]([CH2:9][N:10]([C:19]([C:21]3[CH:26]=[CH:25][C:24]([C:27]4[CH:32]=[CH:31][CH:30]=[CH:29][C:28]=4[CH3:33])=[C:23]([O:34][CH3:35])[CH:22]=3)=[O:20])[C:11]3[CH:18]=[CH:17][CH:16]=[CH:15][C:12]=3[CH2:13]2)=[CH:7][CH:6]=1)=[O:4].[C:38]1([CH2:44][CH2:45][CH2:46][NH2:47])[CH:43]=[CH:42][CH:41]=[CH:40][CH:39]=1.